From a dataset of Peptide-MHC class I binding affinity with 185,985 pairs from IEDB/IMGT. Regression. Given a peptide amino acid sequence and an MHC pseudo amino acid sequence, predict their binding affinity value. This is MHC class I binding data. (1) The peptide sequence is APYFATVRL. The MHC is HLA-B08:01 with pseudo-sequence HLA-B08:01. The binding affinity (normalized) is 0.0847. (2) The peptide sequence is AQYSPQQL. The MHC is H-2-Dd with pseudo-sequence H-2-Dd. The binding affinity (normalized) is 0. (3) The peptide sequence is LLHVFQEYRL. The MHC is HLA-A02:01 with pseudo-sequence HLA-A02:01. The binding affinity (normalized) is 0.697. (4) The peptide sequence is RRTKLPLTK. The MHC is HLA-B73:01 with pseudo-sequence HLA-B73:01. The binding affinity (normalized) is 0.0847. (5) The peptide sequence is NRLKPRDFK. The MHC is HLA-B58:01 with pseudo-sequence HLA-B58:01. The binding affinity (normalized) is 0.0847. (6) The peptide sequence is AIFNNRNLAA. The MHC is HLA-A02:01 with pseudo-sequence HLA-A02:01. The binding affinity (normalized) is 0.335. (7) The peptide sequence is TVIEELEKL. The MHC is HLA-A26:01 with pseudo-sequence HLA-A26:01. The binding affinity (normalized) is 0.426. (8) The peptide sequence is VLHDDLCEA. The MHC is HLA-A02:01 with pseudo-sequence HLA-A02:01. The binding affinity (normalized) is 0.650. (9) The peptide sequence is ITSQDVLHSW. The MHC is HLA-B58:02 with pseudo-sequence YYATYGENMASTYENIAYLWYDSYTWAVLAYLWY. The binding affinity (normalized) is 0.273. (10) The peptide sequence is IPQWQPSKGW. The MHC is HLA-B53:01 with pseudo-sequence HLA-B53:01. The binding affinity (normalized) is 0.603.